Dataset: Peptide-MHC class I binding affinity with 185,985 pairs from IEDB/IMGT. Task: Regression. Given a peptide amino acid sequence and an MHC pseudo amino acid sequence, predict their binding affinity value. This is MHC class I binding data. (1) The peptide sequence is KGPPAALTL. The MHC is HLA-B45:06 with pseudo-sequence HLA-B45:06. The binding affinity (normalized) is 0.213. (2) The peptide sequence is TMERTNDLTA. The MHC is HLA-A02:02 with pseudo-sequence HLA-A02:02. The binding affinity (normalized) is 0.197.